Dataset: Full USPTO retrosynthesis dataset with 1.9M reactions from patents (1976-2016). Task: Predict the reactants needed to synthesize the given product. (1) Given the product [Cl:38][C:22]1[C:23]([NH:25][C:26]2[CH:31]=[CH:30][CH:29]=[CH:28][C:27]=2[S:32]([CH:35]([CH3:37])[CH3:36])(=[O:34])=[O:33])=[N:24][C:19]([NH:1][C:2]2[CH:3]=[CH:4][C:5]3[C:11]([CH3:12])([CH3:13])[CH2:10][CH2:9][C:8](=[O:14])[N:7]([CH2:15][CH3:16])[C:6]=3[CH:17]=2)=[N:20][CH:21]=1, predict the reactants needed to synthesize it. The reactants are: [NH2:1][C:2]1[CH:3]=[CH:4][C:5]2[C:11]([CH3:13])([CH3:12])[CH2:10][CH2:9][C:8](=[O:14])[N:7]([CH2:15][CH3:16])[C:6]=2[CH:17]=1.Cl[C:19]1[N:24]=[C:23]([NH:25][C:26]2[CH:31]=[CH:30][CH:29]=[CH:28][C:27]=2[S:32]([CH:35]([CH3:37])[CH3:36])(=[O:34])=[O:33])[C:22]([Cl:38])=[CH:21][N:20]=1. (2) The reactants are: [OH:1][C:2]1[C:11]2[C:6](=[CH:7][CH:8]=[CH:9][CH:10]=2)[C:5]([CH:12]=[O:13])=[CH:4][CH:3]=1.[C:14]([NH:21][CH2:22][CH2:23][CH2:24]Br)([O:16][C:17]([CH3:20])([CH3:19])[CH3:18])=[O:15].C(=O)([O-])[O-].[K+].[K+].O. Given the product [C:17]([O:16][C:14](=[O:15])[NH:21][CH2:22][CH2:23][CH2:24][O:1][C:2]1[C:11]2[C:6](=[CH:7][CH:8]=[CH:9][CH:10]=2)[C:5]([CH:12]=[O:13])=[CH:4][CH:3]=1)([CH3:20])([CH3:19])[CH3:18], predict the reactants needed to synthesize it. (3) The reactants are: [I:1][C:2]1[CH:9]=[C:6]([CH:7]=[O:8])[C:5]([OH:10])=[CH:4][CH:3]=1.C([O-])([O-])=O.[K+].[K+].Br[CH2:18][CH2:19][O:20][Si:21]([C:24]([CH3:27])([CH3:26])[CH3:25])([CH3:23])[CH3:22]. Given the product [C:24]([Si:21]([CH3:23])([CH3:22])[O:20][CH2:19][CH2:18][O:10][C:5]1[CH:4]=[CH:3][C:2]([I:1])=[CH:9][C:6]=1[CH:7]=[O:8])([CH3:27])([CH3:26])[CH3:25], predict the reactants needed to synthesize it. (4) Given the product [ClH:1].[NH2:9][CH2:10][C@H:11]1[CH2:12][CH2:13][C@H:14]([C:17]([NH:19][C@H:20]([C:40](=[O:53])[NH:41][C:42]2[CH:43]=[CH:44][C:45]([C:48]3[N:49]=[N:50][NH:51][N:52]=3)=[CH:46][CH:47]=2)[CH2:21][C:22]2[CH:23]=[CH:24][C:25]([C:28]3[CH:33]=[CH:32][CH:31]=[C:30]([C:34]([O:36][CH2:37][CH3:38])=[O:35])[C:29]=3[F:39])=[CH:26][CH:27]=2)=[O:18])[CH2:15][CH2:16]1, predict the reactants needed to synthesize it. The reactants are: [ClH:1].C(OC([NH:9][CH2:10][C@H:11]1[CH2:16][CH2:15][C@H:14]([C:17]([NH:19][C@H:20]([C:40](=[O:53])[NH:41][C:42]2[CH:47]=[CH:46][C:45]([C:48]3[N:49]=[N:50][NH:51][N:52]=3)=[CH:44][CH:43]=2)[CH2:21][C:22]2[CH:27]=[CH:26][C:25]([C:28]3[CH:33]=[CH:32][CH:31]=[C:30]([C:34]([O:36][CH2:37][CH3:38])=[O:35])[C:29]=3[F:39])=[CH:24][CH:23]=2)=[O:18])[CH2:13][CH2:12]1)=O)(C)(C)C. (5) Given the product [CH3:18][C:17]([C:16]1[N:4]=[C:5]2[CH2:10][NH:9][CH2:8][CH2:7][N:6]2[CH:15]=1)([CH3:20])[CH3:19], predict the reactants needed to synthesize it. The reactants are: FC(F)(F)C1[N:4]=[C:5]2[CH2:10][NH:9][CH2:8][CH2:7][N:6]2C=1.Br[CH2:15][C:16](=O)[C:17]([CH3:20])([CH3:19])[CH3:18].C(O)C.